From a dataset of Full USPTO retrosynthesis dataset with 1.9M reactions from patents (1976-2016). Predict the reactants needed to synthesize the given product. Given the product [Cl:1][C:2]1[CH:3]=[C:4]([NH:5][C:35]([NH:52][CH:50]([C:47]2[CH:48]=[CH:49][C:44]([F:43])=[CH:45][CH:46]=2)[CH3:51])=[O:41])[CH:6]=[CH:7][C:8]=1[O:9][C:10]1[C:19]2[C:14](=[CH:15][C:16]([O:22][CH3:23])=[C:17]([O:20][CH3:21])[CH:18]=2)[N:13]=[CH:12][CH:11]=1, predict the reactants needed to synthesize it. The reactants are: [Cl:1][C:2]1[CH:3]=[C:4]([CH:6]=[CH:7][C:8]=1[O:9][C:10]1[C:19]2[C:14](=[CH:15][C:16]([O:22][CH3:23])=[C:17]([O:20][CH3:21])[CH:18]=2)[N:13]=[CH:12][CH:11]=1)[NH2:5].C(N(CC)CC)C.ClC(Cl)(O[C:35](=[O:41])OC(Cl)(Cl)Cl)Cl.[F:43][C:44]1[CH:49]=[CH:48][C:47]([CH:50]([NH2:52])[CH3:51])=[CH:46][CH:45]=1.